From a dataset of Full USPTO retrosynthesis dataset with 1.9M reactions from patents (1976-2016). Predict the reactants needed to synthesize the given product. (1) The reactants are: [C:1]([S:4][CH:5]1[CH2:10][CH2:9][N:8](C(C2C=CC=CC=2)(C2C=CC=CC=2)C2C=CC=CC=2)[CH2:7]/[C:6]/1=[CH:30]\[C:31]1[N:35]([CH2:36][C:37]([O:39][CH3:40])=[O:38])[N:34]=[CH:33][N:32]=1)(=[O:3])[CH3:2].[F:41][C:42]([F:47])([F:46])[C:43]([OH:45])=[O:44]. Given the product [F:41][C:42]([F:47])([F:46])[C:43]([OH:45])=[O:44].[C:1]([S:4][CH:5]1[CH2:10][CH2:9][NH:8][CH2:7]/[C:6]/1=[CH:30]\[C:31]1[N:35]([CH2:36][C:37]([O:39][CH3:40])=[O:38])[N:34]=[CH:33][N:32]=1)(=[O:3])[CH3:2], predict the reactants needed to synthesize it. (2) Given the product [NH2:33][C:29]1[CH:28]=[C:27]([C:6]2[C:7]3[N:14]([CH3:15])[C:13](=[O:16])[C:12]([F:17])=[C:11]([NH:18][C:19]4[CH:24]=[CH:23][C:22]([I:25])=[CH:21][C:20]=4[F:26])[C:8]=3[C:9](=[O:10])[N:4]([CH3:1])[N:5]=2)[CH:32]=[CH:31][CH:30]=1, predict the reactants needed to synthesize it. The reactants are: [CH:1]1([N:4]2[C:9](=[O:10])[C:8]3[C:11]([NH:18][C:19]4[CH:24]=[CH:23][C:22]([I:25])=[CH:21][C:20]=4[F:26])=[C:12]([F:17])[C:13](=[O:16])[N:14]([CH3:15])[C:7]=3[C:6]([C:27]3[CH:32]=[CH:31][CH:30]=[C:29]([N+:33]([O-])=O)[CH:28]=3)=[N:5]2)CC1.FC1C(=O)N(C)C2C(C3C=CC=C([N+]([O-])=O)C=3)=NN(C)C(=O)C=2C=1O. (3) Given the product [O:11]1[CH:15]=[CH:14][CH:13]=[C:12]1[C:16]1[N:17]=[C:18]([C:21]([NH:23][CH:24]2[CH2:29][CH2:28][CH2:27][CH2:26][C:25]2=[O:30])=[O:22])[S:19][CH:20]=1, predict the reactants needed to synthesize it. The reactants are: C(Cl)(=O)C(Cl)=O.CS(C)=O.[O:11]1[CH:15]=[CH:14][CH:13]=[C:12]1[C:16]1[N:17]=[C:18]([C:21]([NH:23][CH:24]2[CH2:29][CH2:28][CH2:27][CH2:26][CH:25]2[OH:30])=[O:22])[S:19][CH:20]=1.C(N(CC)CC)C. (4) The reactants are: C(CP(=O)(OCC)OCC)#N.[H-].[Na+].C[C@H]1[C@@H](C2N3C4C=CN(COCC[Si](C)(C)C)C=4N=CC3=NN=2)C[C@@H](C=O)C1.C[C@H]1[C@@H](C2N3C4C=CN(COCC[Si](C)(C)C)C=4N=CC3=NN=2)C[C@H](C=O)C1.[NH4+].[Cl-].[CH3:72][C@H:73]1[C@@H:77]([C:78]2[N:82]3[C:83]4[CH:89]=[CH:88][N:87]([CH2:90][O:91][CH2:92][CH2:93][Si:94]([CH3:97])([CH3:96])[CH3:95])[C:84]=4[N:85]=[CH:86][C:81]3=[N:80][N:79]=2)[CH2:76][C@@H:75]([CH:98]=[CH:99][C:100]#[N:101])[CH2:74]1.C[C@H]1[C@@H](C2N3C4C=CN(COCC[Si](C)(C)C)C=4N=CC3=NN=2)C[C@H](C=CC#N)C1. Given the product [CH3:72][CH:73]1[CH:77]([C:78]2[N:82]3[C:83]4[CH:89]=[CH:88][N:87]([CH2:90][O:91][CH2:92][CH2:93][Si:94]([CH3:96])([CH3:95])[CH3:97])[C:84]=4[N:85]=[CH:86][C:81]3=[N:80][N:79]=2)[CH2:76][CH:75]([CH:98]=[CH:99][C:100]#[N:101])[CH2:74]1, predict the reactants needed to synthesize it. (5) Given the product [Cl:1][C:2]1[CH:3]=[C:4]([CH:5]=[CH:6][C:7]=1[Cl:8])[CH2:9][CH2:10][O:11][C:13]1[CH:29]=[C:17]2[NH:18][CH2:19][CH2:20][CH2:21][N:16]2[C:15](=[O:30])[N:14]=1, predict the reactants needed to synthesize it. The reactants are: [Cl:1][C:2]1[CH:3]=[C:4]([CH2:9][CH2:10][OH:11])[CH:5]=[CH:6][C:7]=1[Cl:8].Cl[C:13]1[CH:29]=[C:17]2[N:18](C(OC(C)(C)C)=O)[CH2:19][CH2:20][CH2:21][N:16]2[C:15](=[O:30])[N:14]=1. (6) Given the product [O:4]=[C:5]1[CH:11]([C:12]([OH:14])=[O:13])[CH2:10][CH2:9][CH2:8][CH2:7][N:6]1[C:17]1[CH:18]=[CH:19][CH:20]=[CH:21][CH:22]=1, predict the reactants needed to synthesize it. The reactants are: [Li+].[OH-].O.[O:4]=[C:5]1[CH:11]([C:12]([O:14]CC)=[O:13])[CH2:10][CH2:9][CH2:8][CH2:7][N:6]1[C:17]1[CH:22]=[CH:21][CH:20]=[CH:19][CH:18]=1. (7) Given the product [CH:22]([C:2]1[CH:10]=[CH:9][C:8]([O:11][CH3:12])=[C:7]2[C:3]=1[CH:4]=[CH:5][N:6]2[S:13]([C:16]1[CH:21]=[CH:20][CH:19]=[CH:18][CH:17]=1)(=[O:15])=[O:14])=[CH2:23], predict the reactants needed to synthesize it. The reactants are: Br[C:2]1[CH:10]=[CH:9][C:8]([O:11][CH3:12])=[C:7]2[C:3]=1[CH:4]=[CH:5][N:6]2[S:13]([C:16]1[CH:21]=[CH:20][CH:19]=[CH:18][CH:17]=1)(=[O:15])=[O:14].[CH2:22](C([Sn])=C(CCCC)CCCC)[CH2:23]CC. (8) Given the product [N:1]1[CH:2]=[C:3]([C:10]([OH:12])=[O:11])[N:4]2[C:9]=1[CH:8]=[CH:7][CH:6]=[N:5]2, predict the reactants needed to synthesize it. The reactants are: [N:1]1[CH:2]=[C:3]([C:10]([O:12]CC)=[O:11])[N:4]2[C:9]=1[CH:8]=[CH:7][CH:6]=[N:5]2.C(C1NN=C(C)C=1C(O)=O)(C)C. (9) Given the product [Cl:26][C:22]1[CH:23]=[C:24]2[C:19](=[CH:20][CH:21]=1)[NH:18][C:17]([S:14]([N:11]1[CH2:12][CH2:13][CH:8]([C:6]([OH:7])=[O:5])[CH2:9][CH2:10]1)(=[O:15])=[O:16])=[CH:25]2, predict the reactants needed to synthesize it. The reactants are: [OH-].[Na+].C([O:5][C:6]([CH:8]1[CH2:13][CH2:12][N:11]([S:14]([C:17]2[N:18](S(C3C=CC=CC=3)(=O)=O)[C:19]3[C:24]([CH:25]=2)=[CH:23][C:22]([Cl:26])=[CH:21][CH:20]=3)(=[O:16])=[O:15])[CH2:10][CH2:9]1)=[O:7])C.C(#N)C.